From a dataset of Reaction yield outcomes from USPTO patents with 853,638 reactions. Predict the reaction yield, written as a fraction of the theoretical maximum amount of product (1.0 means a 100% yield; for example, 0.34 means a 34% yield). (1) The reactants are [S:1](=[O:5])(=O)([OH:3])[OH:2].[CH3:6][N:7]1[C:16]2[C:11](=[CH:12][CH:13]=[CH:14][CH:15]=2)[CH2:10][CH2:9][CH2:8]1. The catalyst is CCOCC. The product is [CH3:6][N:7]1[C:16]2[C:11](=[CH:12][C:13]([S:1]([OH:3])(=[O:5])=[O:2])=[CH:14][CH:15]=2)[CH2:10][CH2:9][CH2:8]1. The yield is 0.340. (2) The catalyst is C(Cl)Cl.O. The product is [Br:26][C:27]1[N:28]=[C:29]([C:48]2[O:25][N:24]=[C:2]([C:3]3[CH:23]=[CH:22][C:6]([CH2:7][N:8]([C:9]([O:10][C:11]([CH3:14])([CH3:13])[CH3:12])=[O:15])[CH:16]4[CH2:21][CH2:20][O:19][CH2:18][CH2:17]4)=[CH:5][CH:4]=3)[CH:49]=2)[C:30]([N:33]([C:41]([O:43][C:44]([CH3:47])([CH3:46])[CH3:45])=[O:42])[C:34](=[O:40])[O:35][C:36]([CH3:38])([CH3:39])[CH3:37])=[N:31][CH:32]=1. The reactants are Cl[C:2](=[N:24][OH:25])[C:3]1[CH:23]=[CH:22][C:6]([CH2:7][N:8]([CH:16]2[CH2:21][CH2:20][O:19][CH2:18][CH2:17]2)[C:9](=[O:15])[O:10][C:11]([CH3:14])([CH3:13])[CH3:12])=[CH:5][CH:4]=1.[Br:26][C:27]1[N:28]=[C:29]([C:48]#[CH:49])[C:30]([N:33]([C:41]([O:43][C:44]([CH3:47])([CH3:46])[CH3:45])=[O:42])[C:34](=[O:40])[O:35][C:36]([CH3:39])([CH3:38])[CH3:37])=[N:31][CH:32]=1.CCN(CC)CC. The yield is 0.780. (3) The reactants are [H-].[Na+].[CH3:3][O:4][CH2:5][CH2:6][O:7]CCO.[CH2:11]([O:13][C:14](=[O:42])[CH2:15][CH2:16][CH2:17][CH2:18][CH2:19][O:20][CH2:21][CH2:22][O:23][CH2:24][CH2:25][O:26][CH2:27][CH2:28][O:29][CH2:30][CH2:31][O:32][CH2:33][CH2:34][O:35][CH2:36][CH2:37]S(C)(=O)=O)[CH3:12]. The catalyst is C1(C)C=CC=CC=1. The product is [CH2:11]([O:13][C:14](=[O:42])[CH2:15][CH2:16][CH2:17][CH2:18][CH2:19][O:20][CH2:21][CH2:22][O:23][CH2:24][CH2:25][O:26][CH2:27][CH2:28][O:29][CH2:30][CH2:31][O:32][CH2:33][CH2:34][O:35][CH2:36][CH2:37][O:7][CH2:6][CH2:5][O:4][CH3:3])[CH3:12]. The yield is 0.570.